The task is: Predict which catalyst facilitates the given reaction.. This data is from Catalyst prediction with 721,799 reactions and 888 catalyst types from USPTO. Reactant: [CH2:1]([N:8]([C@H:14]([CH3:17])[CH2:15][OH:16])[C:9](=[O:13])[CH:10](Cl)[CH3:11])[C:2]1[CH:7]=[CH:6][CH:5]=[CH:4][CH:3]=1.CC(C)([O-])C.[K+]. Product: [CH2:1]([N:8]1[C@H:14]([CH3:17])[CH2:15][O:16][CH:10]([CH3:11])[C:9]1=[O:13])[C:2]1[CH:7]=[CH:6][CH:5]=[CH:4][CH:3]=1. The catalyst class is: 32.